Dataset: CYP2C9 inhibition data for predicting drug metabolism from PubChem BioAssay. Task: Regression/Classification. Given a drug SMILES string, predict its absorption, distribution, metabolism, or excretion properties. Task type varies by dataset: regression for continuous measurements (e.g., permeability, clearance, half-life) or binary classification for categorical outcomes (e.g., BBB penetration, CYP inhibition). Dataset: cyp2c9_veith. (1) The compound is Cc1cc2[nH]c(=O)c3ccccc3n2n1. The result is 0 (non-inhibitor). (2) The drug is CCCC[C@H]1C[C@@H]1[C@@H]1N(C(C)=O)[C@H](c2cccc(OC)c2)CC12CC2. The result is 1 (inhibitor). (3) The compound is COCCn1c(=O)cnc2cnc(Nc3ccccc3)nc21. The result is 0 (non-inhibitor). (4) The molecule is N#Cc1c(-n2ccnc2)cccc1-n1ccnc1. The result is 1 (inhibitor). (5) The molecule is CCC(C)(C)C(=O)O[C@@H]1C[C@H](C)C=C2C=C[C@H](C)[C@@H](CC[C@H]3C[C@@H](O)CC(=O)O3)[C@H]21. The result is 0 (non-inhibitor). (6) The molecule is C[C@@H](C(=O)Nc1ccc2ccccc2c1)[C@@H]1C[C@@]1(C)[C@@H](NS(=O)(=O)c1ccc(-c2ccccc2)cc1)c1ccccc1. The result is 0 (non-inhibitor). (7) The drug is CN1CCC(N(C)C(=O)CCc2nc3ccccc3c(=O)[nH]2)CC1. The result is 0 (non-inhibitor). (8) The result is 1 (inhibitor). The molecule is Cc1ccc(Cl)c(Nc2ccccc2C(=O)[O-])c1Cl.[Na+]. (9) The compound is Cc1ccccc1-c1nc(NCCN2CCOCC2)c2ccccc2n1. The result is 0 (non-inhibitor).